This data is from Catalyst prediction with 721,799 reactions and 888 catalyst types from USPTO. The task is: Predict which catalyst facilitates the given reaction. Reactant: [Cl:1][C:2]1[N:11]=[C:10](Cl)[C:9]2[C:4](=[C:5]([CH3:13])[CH:6]=[CH:7][CH:8]=2)[N:3]=1.[OH:14][CH2:15][C:16]([NH:18][NH2:19])=[O:17].C1COCC1.C(N(C(C)C)CC)(C)C. Product: [Cl:1][C:2]1[N:11]=[C:10]([NH:19][NH:18][C:16](=[O:17])[CH2:15][OH:14])[C:9]2[C:4](=[C:5]([CH3:13])[CH:6]=[CH:7][CH:8]=2)[N:3]=1. The catalyst class is: 2.